Dataset: Full USPTO retrosynthesis dataset with 1.9M reactions from patents (1976-2016). Task: Predict the reactants needed to synthesize the given product. (1) Given the product [NH2:1][C:2]1[CH:3]=[C:4]([CH2:8][CH2:9][C:10]2[CH:15]=[C:14]([NH:16][C:17](=[O:23])[O:18][C:19]([CH3:21])([CH3:20])[CH3:22])[CH:13]=[CH:12][N:11]=2)[CH:5]=[CH:6][CH:7]=1, predict the reactants needed to synthesize it. The reactants are: [NH2:1][C:2]1[CH:3]=[C:4]([C:8]#[C:9][C:10]2[CH:15]=[C:14]([NH:16][C:17](=[O:23])[O:18][C:19]([CH3:22])([CH3:21])[CH3:20])[CH:13]=[CH:12][N:11]=2)[CH:5]=[CH:6][CH:7]=1. (2) Given the product [Br:12][C:13]1[CH:21]=[CH:20][C:16]([CH2:17][OH:18])=[CH:15][C:14]=1[F:22], predict the reactants needed to synthesize it. The reactants are: [BH4-].[Na+].B(F)(F)F.CCOCC.[Br:12][C:13]1[CH:21]=[CH:20][C:16]([C:17](O)=[O:18])=[CH:15][C:14]=1[F:22].